This data is from Full USPTO retrosynthesis dataset with 1.9M reactions from patents (1976-2016). The task is: Predict the reactants needed to synthesize the given product. (1) Given the product [O:1]1[C:6]2[CH:7]=[CH:8][C:9]([S:11][C:12]3[CH:17]=[CH:16][C:15]([C:18]4[CH:19]=[CH:20][N:21]=[C:22]([N:38]5[CH2:39][CH:35]([OH:34])[CH2:36][CH:37]5[C:40]([OH:42])=[O:41])[CH:23]=4)=[CH:14][C:13]=3[C:24]([F:25])([F:26])[F:27])=[CH:10][C:5]=2[O:4][CH2:3][CH2:2]1, predict the reactants needed to synthesize it. The reactants are: [O:1]1[C:6]2[CH:7]=[CH:8][C:9]([S:11][C:12]3[CH:17]=[CH:16][C:15]([C:18]4[CH:23]=[CH:22][N:21]=[CH:20][CH:19]=4)=[CH:14][C:13]=3[C:24]([F:27])([F:26])[F:25])=[CH:10][C:5]=2[O:4][CH2:3][CH2:2]1.OC1CCNC1.[OH:34][C@H:35]1[CH2:39][NH:38][C@H:37]([C:40]([OH:42])=[O:41])[CH2:36]1. (2) Given the product [Cl:25][C:26]1[CH:32]=[CH:31][C:29]([NH:30][C:21]([C:20]2[CH:24]=[C:16]([N:14]3[CH2:13][C@@H:11]4[CH2:12][N:8]([C:6]([O:5][C:1]([CH3:3])([CH3:2])[CH3:4])=[O:7])[CH2:9][C@@H:10]4[CH2:15]3)[CH:17]=[N:18][CH:19]=2)=[O:22])=[CH:28][CH:27]=1, predict the reactants needed to synthesize it. The reactants are: [C:1]([O:5][C:6]([N:8]1[CH2:12][C@H:11]2[CH2:13][N:14]([C:16]3[CH:17]=[N:18][CH:19]=[C:20]([CH:24]=3)[C:21](O)=[O:22])[CH2:15][C@H:10]2[CH2:9]1)=[O:7])([CH3:4])([CH3:3])[CH3:2].[Cl:25][C:26]1[CH:32]=[CH:31][C:29]([NH2:30])=[CH:28][CH:27]=1. (3) Given the product [NH2:1][C:2]1[N:7]=[C:6]([N:8]2[C:16]3[C:11](=[C:12]([O:18][CH3:19])[CH:13]=[C:14]([Br:17])[CH:15]=3)[C:10]([CH2:20][OH:21])=[CH:9]2)[C:5]([F:22])=[CH:4][N:3]=1, predict the reactants needed to synthesize it. The reactants are: [NH2:1][C:2]1[N:7]=[C:6]([N:8]2[C:16]3[C:11](=[C:12]([O:18][CH3:19])[CH:13]=[C:14]([Br:17])[CH:15]=3)[C:10]([CH:20]=[O:21])=[CH:9]2)[C:5]([F:22])=[CH:4][N:3]=1.[BH4-].[Na+].O. (4) The reactants are: Br[C@@H:2]1[CH2:6][N:5]([C:7]([O:9][C:10]([CH3:13])([CH3:12])[CH3:11])=[O:8])[C@H:4]([CH2:14][O:15][Si:16]([C:29]([CH3:32])([CH3:31])[CH3:30])([C:23]2[CH:28]=[CH:27][CH:26]=[CH:25][CH:24]=2)[C:17]2[CH:22]=[CH:21][CH:20]=[CH:19][CH:18]=2)[CH2:3]1.[N-:33]=[N+]=[N-].[Na+].O. Given the product [NH2:33][C@H:2]1[CH2:6][N:5]([C:7]([O:9][C:10]([CH3:13])([CH3:12])[CH3:11])=[O:8])[C@H:4]([CH2:14][O:15][Si:16]([C:29]([CH3:32])([CH3:31])[CH3:30])([C:23]2[CH:28]=[CH:27][CH:26]=[CH:25][CH:24]=2)[C:17]2[CH:22]=[CH:21][CH:20]=[CH:19][CH:18]=2)[CH2:3]1, predict the reactants needed to synthesize it. (5) The reactants are: CCN(C(C)C)C(C)C.[OH:10][CH:11]([CH:15]([NH:23][C:24](=[O:42])[C:25]1[CH:30]=[CH:29][CH:28]=[N:27][C:26]=1[C:31]1[N:32]=[C:33]([C:36]2[CH:41]=[CH:40][CH:39]=[CH:38][CH:37]=2)[S:34][CH:35]=1)[CH2:16][C:17]1[CH:22]=[CH:21][CH:20]=[CH:19][CH:18]=1)[C:12](O)=[O:13].F[P-](F)(F)(F)(F)F.[N:50]1([O:59][C:60](N(C)C)=[N+](C)C)C2N=CC=CC=2N=N1. Given the product [OH:10][CH:11]([C:12]([NH:50][O:59][CH3:60])=[O:13])[CH:15]([NH:23][C:24](=[O:42])[C:25]1[CH:30]=[CH:29][CH:28]=[N:27][C:26]=1[C:31]1[N:32]=[C:33]([C:36]2[CH:37]=[CH:38][CH:39]=[CH:40][CH:41]=2)[S:34][CH:35]=1)[CH2:16][C:17]1[CH:18]=[CH:19][CH:20]=[CH:21][CH:22]=1, predict the reactants needed to synthesize it. (6) Given the product [Br:1][C:2]1[CH:9]=[CH:8][C:5]([CH2:6][O:7][Si:19]([C:15]([CH3:18])([CH3:17])[CH3:16])([CH3:22])[CH3:21])=[CH:4][CH:3]=1, predict the reactants needed to synthesize it. The reactants are: [Br:1][C:2]1[CH:9]=[CH:8][C:5]([CH2:6][OH:7])=[CH:4][CH:3]=1.N1C=CN=C1.[C:15]([Si:19]([CH3:22])([CH3:21])Cl)([CH3:18])([CH3:17])[CH3:16].O. (7) Given the product [Br:22][C:9]1[C:10]2[N:2]([CH3:1])[N:3]([CH3:14])[C:4](=[O:13])[C:5]=2[C:6]([CH3:12])=[N:7][C:8]=1[CH3:11], predict the reactants needed to synthesize it. The reactants are: [CH3:1][N:2]1[C:10]2[CH:9]=[C:8]([CH3:11])[N:7]=[C:6]([CH3:12])[C:5]=2[C:4](=[O:13])[N:3]1[CH3:14].C1C(=O)N([Br:22])C(=O)C1.OS(O)(=O)=O.[OH-].[Na+].